Predict the product of the given reaction. From a dataset of Forward reaction prediction with 1.9M reactions from USPTO patents (1976-2016). Given the reactants C[O:2][CH2:3][CH2:4][O:5][C:6]1[CH:14]=[C:13]2[C:9]([C:10]3[C:18]([C:19]4[CH:24]=[CH:23][CH:22]=[C:21]([N:25]5[C:34](=[O:35])[C:33]6[C:28](=[CH:29][CH:30]=[CH:31][CH:32]=6)[N:27]=[CH:26]5)[C:20]=4[CH3:36])=[CH:17][N:16]=[C:15]([C:37]([NH2:39])=[O:38])[C:11]=3[NH:12]2)=[CH:8][CH:7]=1.BrB(Br)Br, predict the reaction product. The product is: [OH:2][CH2:3][CH2:4][O:5][C:6]1[CH:14]=[C:13]2[C:9]([C:10]3[C:18]([C:19]4[CH:24]=[CH:23][CH:22]=[C:21]([N:25]5[C:34](=[O:35])[C:33]6[C:28](=[CH:29][CH:30]=[CH:31][CH:32]=6)[N:27]=[CH:26]5)[C:20]=4[CH3:36])=[CH:17][N:16]=[C:15]([C:37]([NH2:39])=[O:38])[C:11]=3[NH:12]2)=[CH:8][CH:7]=1.